From a dataset of Catalyst prediction with 721,799 reactions and 888 catalyst types from USPTO. Predict which catalyst facilitates the given reaction. (1) Reactant: CCCC[N+](CCCC)(CCCC)CCCC.[F-].[CH3:19][N:20]1[C:25]2=[CH:26][N:27](COCC[Si](C)(C)C)[C:28]([C:29]3[CH:30]=[C:31]([CH:34]=[CH:35][CH:36]=3)[C:32]#[N:33])=[C:24]2[C:23](=[O:45])[N:22]([CH3:46])[C:21]1=[O:47]. Product: [CH3:19][N:20]1[C:25]2=[CH:26][NH:27][C:28]([C:29]3[CH:30]=[C:31]([CH:34]=[CH:35][CH:36]=3)[C:32]#[N:33])=[C:24]2[C:23](=[O:45])[N:22]([CH3:46])[C:21]1=[O:47]. The catalyst class is: 1. (2) Product: [CH3:1][O:8][C:9]1[C:10]([C:23]2[S:27][C:26]([N:28]([CH3:39])[CH:29]3[CH2:34][C:33]([CH3:35])([CH3:36])[NH:32][C:31]([CH3:38])([CH3:37])[CH2:30]3)=[N:25][N:24]=2)=[C:11]([OH:21])[CH:12]=[C:13]([C:15]2[O:16][C:17]([CH3:20])=[CH:18][N:19]=2)[CH:14]=1. Reactant: [CH2:1]([O:8][C:9]1[CH:14]=[C:13]([C:15]2[O:16][C:17]([CH3:20])=[CH:18][N:19]=2)[CH:12]=[C:11]([O:21]C)[C:10]=1[C:23]1[S:27][C:26]([N:28]([CH3:39])[CH:29]2[CH2:34][C:33]([CH3:36])([CH3:35])[NH:32][C:31]([CH3:38])([CH3:37])[CH2:30]2)=[N:25][N:24]=1)C1C=CC=CC=1.CCOC(C)=O. The catalyst class is: 43. (3) Reactant: [NH2:1][C@H:2]1[CH2:7][CH2:6][CH2:5][NH:4][C@H:3]1[C:8]1[CH:13]=[CH:12][CH:11]=[CH:10][CH:9]=1.Cl[C:15]([O:17][CH2:18][C:19]1[CH:24]=[CH:23][CH:22]=[CH:21][CH:20]=1)=[O:16].C(N(C(C)C)CC)(C)C. Product: [CH2:18]([O:17][C:15]([NH:1][C@H:2]1[CH2:7][CH2:6][CH2:5][NH:4][C@H:3]1[C:8]1[CH:13]=[CH:12][CH:11]=[CH:10][CH:9]=1)=[O:16])[C:19]1[CH:24]=[CH:23][CH:22]=[CH:21][CH:20]=1. The catalyst class is: 2. (4) Reactant: [C:1]([C:5]1[CH:10]=[CH:9][C:8]([S:11]([NH:14][C:15]2[N:19]([CH3:20])[N:18]=[C:17]([O:21][CH2:22][CH2:23][OH:24])[C:16]=2[C:25]2[CH:30]=[CH:29][C:28]([CH3:31])=[CH:27][CH:26]=2)(=[O:13])=[O:12])=[CH:7][CH:6]=1)([CH3:4])([CH3:3])[CH3:2].[H-].[Na+].[Br:34][C:35]1[CH:36]=[N:37][C:38](Cl)=[N:39][CH:40]=1.CC(N(C)C)=O. Product: [Br:34][C:35]1[CH:36]=[N:37][C:38]([O:24][CH2:23][CH2:22][O:21][C:17]2[C:16]([C:25]3[CH:30]=[CH:29][C:28]([CH3:31])=[CH:27][CH:26]=3)=[C:15]([NH:14][S:11]([C:8]3[CH:7]=[CH:6][C:5]([C:1]([CH3:4])([CH3:3])[CH3:2])=[CH:10][CH:9]=3)(=[O:12])=[O:13])[N:19]([CH3:20])[N:18]=2)=[N:39][CH:40]=1. The catalyst class is: 30. (5) Reactant: CN(C(ON1N=NC2C=CC=CC1=2)=[N+](C)C)C.[B-](F)(F)(F)F.[CH:23]1([C:29]2[C:30]3[CH:31]=[CH:32][C:33]([C:50]([O:52][CH3:53])=[O:51])=[CH:34][C:35]=3[N:36]3[CH2:42][C:41]([C:43](O)=[O:44])=[CH:40][C:39]4[CH:46]=[CH:47][CH:48]=[CH:49][C:38]=4[C:37]=23)[CH2:28][CH2:27][CH2:26][CH2:25][CH2:24]1.CCN(C(C)C)C(C)C.Cl.Cl.[CH3:65][N:66]1[CH2:72][CH:71]2[NH:73][CH:68]([CH2:69][CH2:70]2)[CH2:67]1. Product: [CH:23]1([C:29]2[C:30]3[CH:31]=[CH:32][C:33]([C:50]([O:52][CH3:53])=[O:51])=[CH:34][C:35]=3[N:36]3[CH2:42][C:41]([C:43]([N:73]4[CH:68]5[CH2:69][CH2:70][CH:71]4[CH2:72][N:66]([CH3:65])[CH2:67]5)=[O:44])=[CH:40][C:39]4[CH:46]=[CH:47][CH:48]=[CH:49][C:38]=4[C:37]=23)[CH2:24][CH2:25][CH2:26][CH2:27][CH2:28]1. The catalyst class is: 3. (6) Reactant: C(OC(=O)[NH:7][C@@H:8]([CH2:28][C:29]1[CH:34]=[CH:33][CH:32]=[CH:31][CH:30]=1)[CH2:9][NH:10][C:11]1[C:12]2[CH:26]=[CH:25][N:24]=[C:23](Cl)[C:13]=2[N:14]=[C:15]([N:17]2[CH2:22][CH2:21][O:20][CH2:19][CH2:18]2)[N:16]=1)(C)(C)C.[NH4+:36].[OH-]. Product: [NH2:7][C@@H:8]([CH2:28][C:29]1[CH:30]=[CH:31][CH:32]=[CH:33][CH:34]=1)[CH2:9][NH:10][C:11]1[C:12]2[CH:26]=[CH:25][N:24]=[C:23]([NH2:36])[C:13]=2[N:14]=[C:15]([N:17]2[CH2:22][CH2:21][O:20][CH2:19][CH2:18]2)[N:16]=1. The catalyst class is: 14. (7) Reactant: [F:1][C:2]1[C:7]2[N:8]=[C:9]([CH3:11])[O:10][C:6]=2[C:5]2[NH:12][C:13](=[O:23])[N:14]([C:15]3[CH:20]=[CH:19][C:18]([I:21])=[CH:17][C:16]=3[F:22])[C:4]=2[C:3]=1[F:24].[CH:25]1([S:28](Cl)(=[O:30])=[O:29])[CH2:27][CH2:26]1. Product: [CH:25]1([S:28]([N:12]2[C:5]3[C:6]4[O:10][C:9]([CH3:11])=[N:8][C:7]=4[C:2]([F:1])=[C:3]([F:24])[C:4]=3[N:14]([C:15]3[CH:20]=[CH:19][C:18]([I:21])=[CH:17][C:16]=3[F:22])[C:13]2=[O:23])(=[O:30])=[O:29])[CH2:27][CH2:26]1. The catalyst class is: 142. (8) Reactant: [N:1](/[C:4](=[CH:9]\[C:10]1[C:11]([Cl:16])=[N:12][CH:13]=[CH:14][CH:15]=1)/[C:5]([O:7][CH3:8])=[O:6])=[N+]=[N-]. Product: [Cl:16][C:11]1[C:10]2[CH:9]=[C:4]([C:5]([O:7][CH3:8])=[O:6])[NH:1][C:15]=2[CH:14]=[CH:13][N:12]=1. The catalyst class is: 728. (9) Reactant: [Cl:1][C:2]1[CH:11]=[CH:10][C:5]([C:6]([NH:8][NH2:9])=[O:7])=[CH:4][CH:3]=1.[F:12][C:13]1[CH:14]=[C:15]([CH2:19][N:20]=[C:21]=[O:22])[CH:16]=[CH:17][CH:18]=1.C(OCC)C. Product: [Cl:1][C:2]1[CH:11]=[CH:10][C:5]([C:6]([NH:8][NH:9][C:21]([NH:20][CH2:19][C:15]2[CH:16]=[CH:17][CH:18]=[C:13]([F:12])[CH:14]=2)=[O:22])=[O:7])=[CH:4][CH:3]=1. The catalyst class is: 7.